From a dataset of Peptide-MHC class I binding affinity with 185,985 pairs from IEDB/IMGT. Regression. Given a peptide amino acid sequence and an MHC pseudo amino acid sequence, predict their binding affinity value. This is MHC class I binding data. (1) The peptide sequence is NTSMSFSCIA. The MHC is HLA-A68:02 with pseudo-sequence HLA-A68:02. The binding affinity (normalized) is 0.706. (2) The peptide sequence is RVVLQSKELL. The MHC is Mamu-B03 with pseudo-sequence Mamu-B03. The binding affinity (normalized) is 0.265.